This data is from Reaction yield outcomes from USPTO patents with 853,638 reactions. The task is: Predict the reaction yield, written as a fraction of the theoretical maximum amount of product (1.0 means a 100% yield; for example, 0.34 means a 34% yield). (1) The reactants are [CH3:1][O:2][C:3]1[C:8]([N+:9]([O-])=O)=[CH:7][CH:6]=[CH:5][C:4]=1[C:12]1[O:16][C:15]([C:17]([OH:19])=[O:18])=[CH:14][CH:13]=1.C([O-])=O.[NH4+]. The catalyst is C(OCC)(=O)C.[Pd]. The product is [NH2:9][C:8]1[C:3]([O:2][CH3:1])=[C:4]([C:12]2[O:16][C:15]([C:17]([OH:19])=[O:18])=[CH:14][CH:13]=2)[CH:5]=[CH:6][CH:7]=1. The yield is 0.744. (2) The reactants are C([Si](C)(C)[O:6][C:7]1[CH:12]=[CH:11][C:10]([C:13]([C:18]2[S:22][C:21]([S:23]([OH:26])(=[O:25])=[O:24])=[C:20]([CH3:27])[CH:19]=2)([CH2:16][CH3:17])[CH2:14][CH3:15])=[CH:9][C:8]=1[CH3:28])(C)(C)C.[F-].C([N+](CCCC)(CCCC)CCCC)CCC. The catalyst is C1COCC1. The product is [CH2:14]([C:13]([C:18]1[S:22][C:21]([S:23]([OH:26])(=[O:25])=[O:24])=[C:20]([CH3:27])[CH:19]=1)([C:10]1[CH:11]=[CH:12][C:7]([OH:6])=[C:8]([CH3:28])[CH:9]=1)[CH2:16][CH3:17])[CH3:15]. The yield is 0.970. (3) The reactants are [CH3:1][C:2]([CH3:14])([CH3:13])[C:3]([NH:5][NH:6][C:7](=[O:12])[C:8]([O:10][CH3:11])=[O:9])=O.CC1C=CC(S(Cl)(=O)=O)=CC=1. The catalyst is ClCCl.O. The product is [C:2]([C:3]1[O:12][C:7]([C:8]([O:10][CH3:11])=[O:9])=[N:6][N:5]=1)([CH3:14])([CH3:13])[CH3:1]. The yield is 0.790. (4) The reactants are CO[C:3](=[O:24])[C:4]1[CH:9]=[CH:8][C:7]([O:10][CH2:11][C:12]2[C:13]([C:18]3[CH:19]=[N:20][CH:21]=[CH:22][CH:23]=3)=[N:14][O:15][C:16]=2[CH3:17])=[N:6][CH:5]=1.COC(=O)C1C=CC(OCC2C(C3C=CC=C(F)C=3)=NOC=2C)=NC=1.[F:50][C:51]([F:55])([F:54])[CH2:52][NH2:53]. No catalyst specified. The product is [CH3:17][C:16]1[O:15][N:14]=[C:13]([C:18]2[CH:19]=[N:20][CH:21]=[CH:22][CH:23]=2)[C:12]=1[CH2:11][O:10][C:7]1[CH:8]=[CH:9][C:4]([C:3]([NH:53][CH2:52][C:51]([F:55])([F:54])[F:50])=[O:24])=[CH:5][N:6]=1. The yield is 0.890. (5) The reactants are [C:1]([C:5]1[CH:6]=[C:7]([CH:27]=[C:28]([C:30]([CH3:33])([CH3:32])[CH3:31])[CH:29]=1)[CH2:8][C@H:9]1[CH2:14][C@@H:13]([C:15](=[O:22])[CH2:16][C:17]([O:19]CC)=O)[CH2:12][CH2:11][N:10]1[C:23]([O:25][CH3:26])=[O:24])([CH3:4])([CH3:3])[CH3:2].[OH-].[Na+].[NH2:36]O.Cl. The catalyst is CO.O.C(Cl)Cl. The product is [C:30]([C:28]1[CH:27]=[C:7]([CH:6]=[C:5]([C:1]([CH3:3])([CH3:4])[CH3:2])[CH:29]=1)[CH2:8][C@H:9]1[CH2:14][C@@H:13]([C:15]2[O:22][NH:36][C:17](=[O:19])[CH:16]=2)[CH2:12][CH2:11][N:10]1[C:23]([O:25][CH3:26])=[O:24])([CH3:33])([CH3:32])[CH3:31]. The yield is 0.720. (6) The reactants are [CH:1]([N:4]1[CH2:9][CH2:8][CH:7]([O:10][C:11]2[CH:19]=[CH:18][C:17]3[N:16]4[CH2:20][CH2:21][NH:22][C:23](=[O:24])[C:15]4=[CH:14][C:13]=3[CH:12]=2)[CH2:6][CH2:5]1)([CH3:3])[CH3:2].[H-].[Na+].Cl.Cl[CH2:29][C:30]1[CH:35]=[CH:34][N:33]=[CH:32][CH:31]=1. No catalyst specified. The product is [CH:1]([N:4]1[CH2:9][CH2:8][CH:7]([O:10][C:11]2[CH:19]=[CH:18][C:17]3[N:16]4[CH2:20][CH2:21][N:22]([CH2:29][C:30]5[CH:35]=[CH:34][N:33]=[CH:32][CH:31]=5)[C:23](=[O:24])[C:15]4=[CH:14][C:13]=3[CH:12]=2)[CH2:6][CH2:5]1)([CH3:3])[CH3:2]. The yield is 0.740.